This data is from HIV replication inhibition screening data with 41,000+ compounds from the AIDS Antiviral Screen. The task is: Binary Classification. Given a drug SMILES string, predict its activity (active/inactive) in a high-throughput screening assay against a specified biological target. (1) The molecule is CCN(CC)CCC(=O)N1CCc2c([nH]c3ccccc23)C1c1cccnc1. The result is 0 (inactive). (2) The molecule is C=C(C)C1Cc2c(cc(O)c3c(=O)c4c(oc23)C(O)Oc2cc(OC)c(OC)cc2-4)O1. The result is 0 (inactive). (3) The molecule is COc1cc(C=C(C#N)C(=O)c2ccccc2)ccc1OCc1ccccc1. The result is 0 (inactive). (4) The molecule is CCN(CC)CCNc1ccc2ncn3c4cc(OC)c(OC)c(O)c4c(=O)c1c23. The result is 0 (inactive). (5) The molecule is COc1ccc(Nc2c(C#N)c3n(c4ccccc24)c2ccccc2[n+]3C)cc1OC.Cc1ccc(S(=O)(=O)[O-])cc1. The result is 0 (inactive).